From a dataset of Reaction yield outcomes from USPTO patents with 853,638 reactions. Predict the reaction yield, written as a fraction of the theoretical maximum amount of product (1.0 means a 100% yield; for example, 0.34 means a 34% yield). (1) The reactants are Br[C:2]1[CH:7]=[CH:6][N:5]=[C:4]([NH:8][C:9](=[O:11])[CH3:10])[CH:3]=1.[B:12]1([B:12]2[O:16][C:15]([CH3:18])([CH3:17])[C:14]([CH3:20])([CH3:19])[O:13]2)[O:16][C:15]([CH3:18])([CH3:17])[C:14]([CH3:20])([CH3:19])[O:13]1.C([O-])(=O)C.[K+]. The catalyst is O1CCOCC1.C1C=CC(P(C2C=CC=CC=2)[C-]2C=CC=C2)=CC=1.C1C=CC(P(C2C=CC=CC=2)[C-]2C=CC=C2)=CC=1.Cl[Pd]Cl.[Fe+2]. The product is [CH3:19][C:14]1([CH3:20])[C:15]([CH3:18])([CH3:17])[O:16][B:12]([C:2]2[CH:7]=[CH:6][N:5]=[C:4]([NH:8][C:9](=[O:11])[CH3:10])[CH:3]=2)[O:13]1. The yield is 0.470. (2) The reactants are [NH:1]1[CH:5]=[C:4]([C:6]2[CH:7]=[N:8][CH:9]=[CH:10][CH:11]=2)[N:3]=[CH:2]1.[H-].[Na+].I[CH2:15][CH3:16].Cl. The catalyst is C1COCC1.O. The product is [CH2:15]([N:1]1[CH:5]=[C:4]([C:6]2[CH:7]=[N:8][CH:9]=[CH:10][CH:11]=2)[N:3]=[CH:2]1)[CH3:16]. The yield is 0.790. (3) The reactants are [CH3:1][O:2][C:3](=[O:14])[CH:4]([C:6]1[CH:11]=[CH:10][C:9]([Cl:12])=[C:8]([Cl:13])[CH:7]=1)[CH3:5].[CH3:15][O:16][CH:17]([O:20][CH3:21])[CH2:18]Br.[H-].[Na+]. The catalyst is CN(C=O)C. The product is [CH3:1][O:2][C:3](=[O:14])[C:4]([C:6]1[CH:11]=[CH:10][C:9]([Cl:12])=[C:8]([Cl:13])[CH:7]=1)([CH3:5])[CH2:18][CH:17]([O:20][CH3:21])[O:16][CH3:15]. The yield is 0.610. (4) The reactants are [F:1][C:2]1[CH:23]=[C:22]([N+:24]([O-])=O)[CH:21]=[CH:20][C:3]=1[O:4][C:5]1[N:10]=[CH:9][N:8]=[C:7]([N:11]([CH3:19])[C:12](=[O:18])[O:13][C:14]([CH3:17])([CH3:16])[CH3:15])[CH:6]=1. The catalyst is O=[Pt]=O.CCO.CO. The product is [NH2:24][C:22]1[CH:21]=[CH:20][C:3]([O:4][C:5]2[N:10]=[CH:9][N:8]=[C:7]([N:11]([CH3:19])[C:12](=[O:18])[O:13][C:14]([CH3:17])([CH3:16])[CH3:15])[CH:6]=2)=[C:2]([F:1])[CH:23]=1. The yield is 0.750. (5) The reactants are [I:1][C:2]1[CH:3]=[N:4][NH:5][CH:6]=1.C(OCN1C2N=CN=C(C3C=NN([CH:29]([O:31][CH2:32][CH3:33])[CH3:30])C=3)C=2C=C1)(=O)C(C)(C)C.Cl.C([O-])(O)=O.[Na+]. The catalyst is O1CCOCC1.C1(C)C=CC=CC=1. The product is [CH2:29]([O:31][CH2:32][CH2:33][N:4]1[CH:3]=[C:2]([I:1])[CH:6]=[N:5]1)[CH3:30]. The yield is 0.980.